Dataset: Full USPTO retrosynthesis dataset with 1.9M reactions from patents (1976-2016). Task: Predict the reactants needed to synthesize the given product. Given the product [CH:31]([C:30]1[N:27]=[C:26]([N:23]2[CH2:24][CH2:25][CH:20]([CH:18]3[O:17][C:14]4=[CH:15][N:16]=[C:11]([C:8]5[CH:9]=[CH:10][C:5]([S:2]([CH3:1])(=[O:3])=[O:4])=[CH:6][CH:7]=5)[CH:12]=[C:13]4[CH2:19]3)[CH2:21][CH2:22]2)[O:28][N:29]=1)([CH3:33])[CH3:32], predict the reactants needed to synthesize it. The reactants are: [CH3:1][S:2]([C:5]1[CH:10]=[CH:9][C:8]([C:11]2[CH:12]=[C:13]3[CH2:19][CH:18]([CH:20]4[CH2:25][CH2:24][N:23]([C:26]#[N:27])[CH2:22][CH2:21]4)[O:17][C:14]3=[CH:15][N:16]=2)=[CH:7][CH:6]=1)(=[O:4])=[O:3].[OH:28][NH:29][C:30](=N)[CH:31]([CH3:33])[CH3:32].